Dataset: Full USPTO retrosynthesis dataset with 1.9M reactions from patents (1976-2016). Task: Predict the reactants needed to synthesize the given product. (1) Given the product [CH3:12][C:3]1[C:2]([B:18]2[O:22][C:21]([CH3:24])([CH3:23])[C:20]([CH3:26])([CH3:25])[O:19]2)=[CH:7][C:6]([C:8]([F:11])([F:10])[F:9])=[CH:5][CH:4]=1, predict the reactants needed to synthesize it. The reactants are: Br[C:2]1[CH:7]=[C:6]([C:8]([F:11])([F:10])[F:9])[CH:5]=[CH:4][C:3]=1[CH3:12].CC([O-])=O.[K+].[B:18]1([B:18]2[O:22][C:21]([CH3:24])([CH3:23])[C:20]([CH3:26])([CH3:25])[O:19]2)[O:22][C:21]([CH3:24])([CH3:23])[C:20]([CH3:26])([CH3:25])[O:19]1. (2) Given the product [CH2:20]([C:19]([C:16]1[CH:17]=[CH:18][C:13]([C:10]2[CH:11]=[CH:12][C:7]([CH2:6][C:5]([OH:45])=[O:4])=[C:8]([F:44])[CH:9]=2)=[C:14]([CH3:43])[CH:15]=1)([C:22]1[CH:27]=[CH:26][C:25]([CH2:28][CH2:29][C:30]([OH:39])([C:35]([F:36])([F:37])[F:38])[C:31]([F:33])([F:34])[F:32])=[C:24]([CH3:40])[CH:23]=1)[CH2:41][CH3:42])[CH3:21], predict the reactants needed to synthesize it. The reactants are: [OH-].[Na+].C[O:4][C:5](=[O:45])[CH2:6][C:7]1[CH:12]=[CH:11][C:10]([C:13]2[CH:18]=[CH:17][C:16]([C:19]([CH2:41][CH3:42])([C:22]3[CH:27]=[CH:26][C:25]([CH2:28][CH2:29][C:30]([OH:39])([C:35]([F:38])([F:37])[F:36])[C:31]([F:34])([F:33])[F:32])=[C:24]([CH3:40])[CH:23]=3)[CH2:20][CH3:21])=[CH:15][C:14]=2[CH3:43])=[CH:9][C:8]=1[F:44].[Cl-].[NH4+]. (3) Given the product [Cl:1][C:2]1[C:3]([CH3:26])=[N:4][C:5]2[N:6]([N:9]=[C:10]3[CH2:14][N:13]([C:15]([C:17]4[CH:22]=[CH:21][CH:20]=[CH:19][C:18]=4[CH:23]([N:31]4[CH2:32][CH2:33][N:28]([CH3:27])[CH2:29][CH2:30]4)[CH3:24])=[O:16])[CH2:12][C:11]=23)[C:7]=1[CH3:8], predict the reactants needed to synthesize it. The reactants are: [Cl:1][C:2]1[C:3]([CH3:26])=[N:4][C:5]2[N:6]([N:9]=[C:10]3[CH2:14][N:13]([C:15]([C:17]4[CH:22]=[CH:21][CH:20]=[CH:19][C:18]=4[CH:23](Cl)[CH3:24])=[O:16])[CH2:12][C:11]=23)[C:7]=1[CH3:8].[CH3:27][N:28]1[CH2:33][CH2:32][NH:31][CH2:30][CH2:29]1.C(=O)([O-])[O-].[K+].[K+]. (4) The reactants are: Br[C:2]1[N:6]2[C:7]3[C:12]([N:13]=[C:14]([CH3:15])[C:5]2=[C:4]([CH3:17])[N:3]=1)=[CH:11][CH:10]=[C:9]([F:16])[CH:8]=3.[CH3:18][C:19]1(B(O)O)[CH:23]=[C:22]([CH3:24])[O:21][NH:20]1.C([O-])([O-])=O.[K+].[K+]. Given the product [CH3:18][C:19]1[C:23]([C:2]2[N:6]3[C:7]4[C:12]([N:13]=[C:14]([CH3:15])[C:5]3=[C:4]([CH3:17])[N:3]=2)=[CH:11][CH:10]=[C:9]([F:16])[CH:8]=4)=[C:22]([CH3:24])[O:21][N:20]=1, predict the reactants needed to synthesize it. (5) Given the product [ClH:28].[CH3:1][N:2]1[CH2:3][CH2:4][N:5]([C:8]2[N:13]=[CH:12][C:11]([C:14]3[S:15][C:16]4[CH:22]=[C:21]([C:23]([OH:25])=[O:24])[CH:20]=[CH:19][C:17]=4[N:18]=3)=[CH:10][CH:9]=2)[CH2:6][CH2:7]1, predict the reactants needed to synthesize it. The reactants are: [CH3:1][N:2]1[CH2:7][CH2:6][N:5]([C:8]2[N:13]=[CH:12][C:11]([C:14]3[S:15][C:16]4[CH:22]=[C:21]([C:23]([O:25]CC)=[O:24])[CH:20]=[CH:19][C:17]=4[N:18]=3)=[CH:10][CH:9]=2)[CH2:4][CH2:3]1.[ClH:28].